From a dataset of P-glycoprotein inhibition data for predicting drug efflux from Broccatelli et al.. Regression/Classification. Given a drug SMILES string, predict its absorption, distribution, metabolism, or excretion properties. Task type varies by dataset: regression for continuous measurements (e.g., permeability, clearance, half-life) or binary classification for categorical outcomes (e.g., BBB penetration, CYP inhibition). Dataset: pgp_broccatelli. (1) The molecule is O=C(/C=C/c1ccc(O)c(O)c1)O[C@H]1C[C@@](O)(C(=O)O)C[C@@H](O)[C@@H]1O. The result is 0 (non-inhibitor). (2) The drug is CCCc1ccc(C(=O)Nc2ccccc2C(=O)NCCN2CCc3cc(OC)c(OC)cc3C2)cc1. The result is 1 (inhibitor).